From a dataset of Full USPTO retrosynthesis dataset with 1.9M reactions from patents (1976-2016). Predict the reactants needed to synthesize the given product. (1) The reactants are: [CH3:1][N:2]([C:12]1[CH:13]=[C:14]([O:33][CH2:34][CH2:35][CH2:36][S:37]([CH3:40])(=[O:39])=[O:38])[CH:15]=[C:16]2[C:20]=1[NH:19][C:18]([C:21]1[S:22][CH:23]([CH2:26][N:27]3[CH2:32][CH2:31][S:30][CH2:29][CH2:28]3)[CH2:24][N:25]=1)=[CH:17]2)[S:3]([C:6]1[CH:11]=[CH:10][CH:9]=[CH:8][N:7]=1)(=[O:5])=[O:4].C([OH:43])C.OOS([O-])=O.[K+].S([O-])([O-])=O.[Na+].[Na+]. Given the product [CH3:1][N:2]([C:12]1[CH:13]=[C:14]([O:33][CH2:34][CH2:35][CH2:36][S:37]([CH3:40])(=[O:38])=[O:39])[CH:15]=[C:16]2[C:20]=1[NH:19][C:18]([C:21]1[S:22][CH:23]([CH2:26][N:27]3[CH2:32][CH2:31][S:30](=[O:43])[CH2:29][CH2:28]3)[CH2:24][N:25]=1)=[CH:17]2)[S:3]([C:6]1[CH:11]=[CH:10][CH:9]=[CH:8][N:7]=1)(=[O:5])=[O:4], predict the reactants needed to synthesize it. (2) Given the product [Cl:1][C:2]1[CH:7]=[C:6]([NH:8][C:9]2[N:13]=[C:12]([CH2:14][O:15][CH3:16])[NH:11][N:10]=2)[CH:5]=[C:4]([Cl:26])[N:3]=1, predict the reactants needed to synthesize it. The reactants are: [Cl:1][C:2]1[CH:7]=[C:6]([NH:8][C:9]2[N:10](CC3C=CC(OC)=CC=3)[N:11]=[C:12]([CH2:14][O:15][CH3:16])[N:13]=2)[CH:5]=[C:4]([Cl:26])[N:3]=1.C(O)(C(F)(F)F)=O. (3) Given the product [CH3:31][O:30][C:28]1[CH:29]=[C:20]([CH:6]([NH:7][C:8]2[CH:9]=[CH:10][C:11]([C:14]3[N:18]=[C:17]([CH3:19])[O:16][N:15]=3)=[CH:12][CH:13]=2)[C:5]2[NH:4][C:3](=[O:2])[N:35]([C:37]3[N:42]=[CH:41][CH:40]=[CH:39][N:38]=3)[N:36]=2)[CH:21]=[C:22]2[C:27]=1[O:26][CH2:25][CH2:24][CH2:23]2, predict the reactants needed to synthesize it. The reactants are: C[O:2][C:3](=O)[N:4]=[C:5](SC)[C:6]([C:20]1[CH:21]=[C:22]2[C:27](=[C:28]([O:30][CH3:31])[CH:29]=1)[O:26][CH2:25][CH2:24][CH2:23]2)=[N:7][C:8]1[CH:13]=[CH:12][C:11]([C:14]2[N:18]=[C:17]([CH3:19])[O:16][N:15]=2)=[CH:10][CH:9]=1.[NH:35]([C:37]1[N:42]=[CH:41][CH:40]=[CH:39][N:38]=1)[NH2:36].C(N(CC)CC)C. (4) The reactants are: [CH3:1][C:2]1([CH3:18])[O:17][C:6]2=[CH:7][C:8]3[C:9]([CH3:16])=[CH:10][C:11]([CH3:15])=[N:12][C:13]=3[CH:14]=[C:5]2[CH:4]=[CH:3]1.ClC1C=[C:22](C=CC=1)[C:23]([O:25]O)=[O:24].C(OC(=O)C)(=O)C. Given the product [C:23]([O:25][CH2:15][C:11]1[CH:10]=[C:9]([CH3:16])[C:8]2[CH:7]=[C:6]3[O:17][C:2]([CH3:18])([CH3:1])[CH:3]=[CH:4][C:5]3=[CH:14][C:13]=2[N:12]=1)(=[O:24])[CH3:22], predict the reactants needed to synthesize it. (5) Given the product [C:1]([O:4][C@H:5]1[C@@H:28]([O:29][C:30](=[O:32])[CH3:31])[C@H:27]([O:33][C:34](=[O:36])[CH3:35])[C@@H:26]([CH2:37][O:38][C:39](=[O:41])[CH3:40])[O:25][C@@H:6]1[O:7][C:8]1[CH:13]=[CH:12][C:11]([N:14]2[C:22]3[C:17](=[CH:18][C:19]([NH:23][C:50](=[O:51])[C:49]4[CH:53]=[CH:54][C:46]([Cl:45])=[CH:47][CH:48]=4)=[CH:20][CH:21]=3)[CH:16]=[CH:15]2)=[CH:10][C:9]=1[Cl:24])(=[O:3])[CH3:2], predict the reactants needed to synthesize it. The reactants are: [C:1]([O:4][C@H:5]1[C@@H:28]([O:29][C:30](=[O:32])[CH3:31])[C@H:27]([O:33][C:34](=[O:36])[CH3:35])[C@@H:26]([CH2:37][O:38][C:39](=[O:41])[CH3:40])[O:25][C@@H:6]1[O:7][C:8]1[CH:13]=[CH:12][C:11]([N:14]2[C:22]3[C:17](=[CH:18][C:19]([NH2:23])=[CH:20][CH:21]=3)[CH:16]=[CH:15]2)=[CH:10][C:9]=1[Cl:24])(=[O:3])[CH3:2].C(Cl)Cl.[Cl:45][C:46]1[CH:54]=[CH:53][C:49]([C:50](Cl)=[O:51])=[CH:48][CH:47]=1. (6) Given the product [CH3:1][O:2][C:3]1[CH:4]=[CH:5][C:6]([CH:7]=[O:8])=[CH:9][CH:10]=1, predict the reactants needed to synthesize it. The reactants are: [CH3:1][O:2][C:3]1[CH:10]=[CH:9][C:6]([CH2:7][OH:8])=[CH:5][CH:4]=1.OO.[OH-].[Na+].